This data is from Forward reaction prediction with 1.9M reactions from USPTO patents (1976-2016). The task is: Predict the product of the given reaction. (1) Given the reactants [CH2:1]([O:3][C:4](=[O:46])[NH:5][C@@H:6]1[CH2:11][CH2:10][N:9]([C:12]2[CH:17]=[C:16]([C:18]#[N:19])[CH:15]=[C:14]([NH:20][C:21]3[N:26]=[C:25]([N:27](CC)[CH2:28][C:29]4C=CC(OC)=CC=4)[C:24]4=[N:39][CH:40]=[C:41]([C:42]#[N:43])[N:23]4[N:22]=3)[C:13]=2[Cl:44])[CH2:8][C@H:7]1[OH:45])[CH3:2].C1(OC)C=CC=CC=1.C(O)(C(F)(F)F)=O, predict the reaction product. The product is: [Cl:44][C:13]1[C:14]([NH:20][C:21]2[N:26]=[C:25]([NH:27][CH2:28][CH3:29])[C:24]3=[N:39][CH:40]=[C:41]([C:42]#[N:43])[N:23]3[N:22]=2)=[CH:15][C:16]([C:18]#[N:19])=[CH:17][C:12]=1[N:9]1[CH2:10][CH2:11][C@@H:6]([NH:5][C:4](=[O:46])[O:3][CH2:1][CH3:2])[C@H:7]([OH:45])[CH2:8]1. (2) Given the reactants [F:1][C:2]([F:34])([F:33])[C:3]1[CH:4]=[C:5]([C@H:13]2[O:17][C:16](=[O:18])[N:15]([CH2:19][C:20]3[CH:25]=[C:24]([C:26]([F:29])([F:28])[F:27])[CH:23]=[CH:22][C:21]=3[CH2:30]O)[C@H:14]2[CH3:32])[CH:6]=[C:7]([C:9]([F:12])([F:11])[F:10])[CH:8]=1.C(Br)(Br)(Br)[Br:36].C1C=CC(P(C2C=CC=CC=2)C2C=CC=CC=2)=CC=1, predict the reaction product. The product is: [F:1][C:2]([F:34])([F:33])[C:3]1[CH:4]=[C:5]([C@H:13]2[O:17][C:16](=[O:18])[N:15]([CH2:19][C:20]3[CH:25]=[C:24]([C:26]([F:29])([F:28])[F:27])[CH:23]=[CH:22][C:21]=3[CH2:30][Br:36])[C@H:14]2[CH3:32])[CH:6]=[C:7]([C:9]([F:12])([F:11])[F:10])[CH:8]=1.